Task: Regression. Given a peptide amino acid sequence and an MHC pseudo amino acid sequence, predict their binding affinity value. This is MHC class I binding data.. Dataset: Peptide-MHC class I binding affinity with 185,985 pairs from IEDB/IMGT (1) The peptide sequence is LVESGGGL. The MHC is HLA-A02:01 with pseudo-sequence HLA-A02:01. The binding affinity (normalized) is 0.0380. (2) The peptide sequence is WSFYRVVVK. The MHC is HLA-B39:01 with pseudo-sequence HLA-B39:01. The binding affinity (normalized) is 0.0847.